The task is: Predict the reaction yield, written as a fraction of the theoretical maximum amount of product (1.0 means a 100% yield; for example, 0.34 means a 34% yield).. This data is from Reaction yield outcomes from USPTO patents with 853,638 reactions. (1) The reactants are [Br:1][C:2]1[CH:3]=[C:4]([O:10][C:11]2[C:12]([CH3:17])=[N:13][CH:14]=[CH:15][CH:16]=2)[C:5]([C:8]#[N:9])=[N:6][CH:7]=1.[OH:18]S(O)(=O)=O.[OH-].[Na+]. The catalyst is O. The product is [Br:1][C:2]1[CH:3]=[C:4]([O:10][C:11]2[C:12]([CH3:17])=[N:13][CH:14]=[CH:15][CH:16]=2)[C:5]([C:8]([NH2:9])=[O:18])=[N:6][CH:7]=1. The yield is 0.690. (2) The reactants are [CH3:1][N:2]([CH3:14])[C:3]1[C:8]([C:9]#[N:10])=[C:7]([F:11])[C:6]([CH:12]=O)=[CH:5][CH:4]=1.[CH3:15][O:16][C:17]1[N:18]=[C:19]2[C:24](=[CH:25][CH:26]=1)[N:23]=[CH:22][CH:21]=[C:20]2[N:27]1[CH:35]=[C:34]2[C:29]([CH2:30][CH2:31][CH:32]([NH2:36])[CH2:33]2)=[N:28]1.[BH4-].[Na+]. The catalyst is CO.O. The product is [CH3:1][N:2]([CH3:14])[C:3]1[C:8]([C:9]#[N:10])=[C:7]([F:11])[C:6]([CH2:12][NH:36][CH:32]2[CH2:31][CH2:30][C:29]3[C:34](=[CH:35][N:27]([C:20]4[C:19]5[C:24](=[CH:25][CH:26]=[C:17]([O:16][CH3:15])[N:18]=5)[N:23]=[CH:22][CH:21]=4)[N:28]=3)[CH2:33]2)=[CH:5][CH:4]=1. The yield is 0.440.